This data is from Forward reaction prediction with 1.9M reactions from USPTO patents (1976-2016). The task is: Predict the product of the given reaction. (1) Given the reactants [CH2:1]([O:3][C:4](=[O:48])[C:5]([CH2:17][O:18][C:19](=[O:47])[CH2:20][C:21]1[CH:26]=[CH:25][C:24]([NH:27][C:28]([C:30]2[C:31]([C:36]3[CH:41]=[CH:40][C:39]([C:42]([F:45])([F:44])[F:43])=[CH:38][CH:37]=3)=[CH:32][CH:33]=[CH:34][CH:35]=2)=[O:29])=[C:23]([OH:46])[CH:22]=1)([C:11]1[CH:16]=[CH:15][CH:14]=[CH:13][CH:12]=1)[C:6]([O:8][CH2:9][CH3:10])=[O:7])[CH3:2].C(N(CC)CC)C.[C:56](Cl)(=[O:58])[CH3:57], predict the reaction product. The product is: [CH2:9]([O:8][C:6](=[O:7])[C:5]([CH2:17][O:18][C:19](=[O:47])[CH2:20][C:21]1[CH:26]=[CH:25][C:24]([NH:27][C:28]([C:30]2[C:31]([C:36]3[CH:37]=[CH:38][C:39]([C:42]([F:44])([F:43])[F:45])=[CH:40][CH:41]=3)=[CH:32][CH:33]=[CH:34][CH:35]=2)=[O:29])=[C:23]([O:46][C:56](=[O:58])[CH3:57])[CH:22]=1)([C:11]1[CH:12]=[CH:13][CH:14]=[CH:15][CH:16]=1)[C:4]([O:3][CH2:1][CH3:2])=[O:48])[CH3:10]. (2) Given the reactants Cl[C:2]1[N:7]=[C:6]([C:8]2[NH:16][C:15]3[C:14]4([CH2:21][CH2:20][N:19]([C:22]([O:24][C:25]([CH3:28])([CH3:27])[CH3:26])=[O:23])[CH2:18][CH2:17]4)[CH2:13][N:12]([CH2:29][C:30]4[CH:35]=[CH:34][C:33]([O:36][CH3:37])=[CH:32][CH:31]=4)[C:11](=[O:38])[C:10]=3[CH:9]=2)[CH:5]=[CH:4][N:3]=1.[O:39]1[C:43]2[CH:44]=[CH:45][CH:46]=[CH:47][C:42]=2[CH:41]=[C:40]1B(O)O, predict the reaction product. The product is: [O:39]1[C:43]2[CH:44]=[CH:45][CH:46]=[CH:47][C:42]=2[CH:41]=[C:40]1[C:2]1[N:7]=[C:6]([C:8]2[NH:16][C:15]3[C:14]4([CH2:21][CH2:20][N:19]([C:22]([O:24][C:25]([CH3:28])([CH3:27])[CH3:26])=[O:23])[CH2:18][CH2:17]4)[CH2:13][N:12]([CH2:29][C:30]4[CH:35]=[CH:34][C:33]([O:36][CH3:37])=[CH:32][CH:31]=4)[C:11](=[O:38])[C:10]=3[CH:9]=2)[CH:5]=[CH:4][N:3]=1. (3) Given the reactants [NH2:1][C@H:2]([C:7]([O-:9])=[O:8])[CH2:3][C:4]([O-:6])=[O:5].[NH4+].[NH4+].[NH2:12][C@H:13]([C:18]([OH:20])=[O:19])[CH2:14][C:15](=[O:17])[NH2:16].[OH-].[NH4+], predict the reaction product. The product is: [NH2:1][C@H:2]([C:7]([O-:9])=[O:8])[CH2:3][C:4]([O-:6])=[O:5].[NH2:12][C@H:13]([C:18]([OH:20])=[O:19])[CH2:14][C:15](=[O:17])[NH2:16]. (4) The product is: [O:38]=[C:26]1[CH2:27][C:28]([C:30]2[CH:31]=[C:32]([CH:33]=[CH:34][CH:35]=2)[C:36]#[N:37])=[N:7][C:8]2[CH:13]=[CH:12][C:11]([C:14]3[CH:19]=[CH:18][C:17]([O:20][C:21]([F:24])([F:23])[F:22])=[CH:16][CH:15]=3)=[CH:10][C:9]=2[NH:25]1. Given the reactants C(OC(=O)[NH:7][C:8]1[CH:13]=[CH:12][C:11]([C:14]2[CH:19]=[CH:18][C:17]([O:20][C:21]([F:24])([F:23])[F:22])=[CH:16][CH:15]=2)=[CH:10][C:9]=1[NH:25][C:26](=[O:38])[CH2:27][C:28]([C:30]1[CH:35]=[CH:34][CH:33]=[C:32]([C:36]#[N:37])[CH:31]=1)=O)(C)(C)C.C(O)(C(F)(F)F)=O, predict the reaction product. (5) Given the reactants [F:1][C:2]1[CH:3]=[C:4]([OH:9])[CH:5]=[C:6]([F:8])[CH:7]=1.Cl[CH2:11][C:12]#[N:13].C(=O)([O-])[O-].[K+].[K+].[I-].[K+], predict the reaction product. The product is: [F:1][C:2]1[CH:3]=[C:4]([CH:5]=[C:6]([F:8])[CH:7]=1)[O:9][CH2:11][C:12]#[N:13]. (6) Given the reactants [CH:1]1[C:10]2[C:5](=[CH:6][CH:7]=[CH:8][CH:9]=2)[CH:4]=[CH:3][C:2]=1[CH2:11][CH2:12][C@H:13]1[CH2:18][NH:17][CH2:16][CH2:15][NH:14]1.[CH3:19][C:20]1[S:29][C:28]2[NH:27][C:26]3[CH:30]=[CH:31][CH:32]=[CH:33][C:25]=3[N:24]=[C:23](N)[C:22]=2[CH:21]=1.CN1CCCC1=O, predict the reaction product. The product is: [CH3:19][C:20]1[S:29][C:28]2[NH:27][C:26]3[CH:30]=[CH:31][CH:32]=[CH:33][C:25]=3[N:24]=[C:23]([N:17]3[CH2:16][CH2:15][NH:14][C@@H:13]([CH2:12][CH2:11][C:2]4[CH:3]=[CH:4][C:5]5[C:10](=[CH:9][CH:8]=[CH:7][CH:6]=5)[CH:1]=4)[CH2:18]3)[C:22]=2[CH:21]=1. (7) Given the reactants [I:1][C:2]1[CH:23]=[CH:22][C:5]([O:6][C:7]2[CH:8]=[C:9]([CH:12]=[C:13]([S:15][C:16]3[N:17]([CH3:21])[CH:18]=[CH:19][N:20]=3)[CH:14]=2)[C:10]#N)=[CH:4][CH:3]=1.C(O)C.[OH-:27].[Na+].[OH2:29], predict the reaction product. The product is: [I:1][C:2]1[CH:23]=[CH:22][C:5]([O:6][C:7]2[CH:8]=[C:9]([CH:12]=[C:13]([S:15][C:16]3[N:17]([CH3:21])[CH:18]=[CH:19][N:20]=3)[CH:14]=2)[C:10]([OH:29])=[O:27])=[CH:4][CH:3]=1.